This data is from Reaction yield outcomes from USPTO patents with 853,638 reactions. The task is: Predict the reaction yield, written as a fraction of the theoretical maximum amount of product (1.0 means a 100% yield; for example, 0.34 means a 34% yield). (1) The reactants are [C:1]([O:5][C:6]([C:8]1(C(O)=O)[CH2:10][CH:9]1[CH2:11][CH3:12])=[O:7])([CH3:4])([CH3:3])[CH3:2].C([N:18]([CH2:21]C)CC)C.C1C=CC(P(N=[N+]=[N-])(C2C=CC=CC=2)=[O:30])=CC=1.[CH3:40][Si:41]([CH3:46])([CH3:45])[CH2:42][CH2:43][OH:44]. The catalyst is C1C=CC=CC=1. The product is [C:1]([O:5][C:6]([C@:8]1([NH:18][C:21]([O:44][CH2:43][CH2:42][Si:41]([CH3:46])([CH3:45])[CH3:40])=[O:30])[CH2:10][C@@H:9]1[CH2:11][CH3:12])=[O:7])([CH3:2])([CH3:3])[CH3:4]. The yield is 0.520. (2) The reactants are C(N(CC)CC)C.CN(C=O)C.[C:13]1([S:19]([N:22]2[CH:26]=[C:25](I)[C:24]([C:28]3[CH:29]=[N:30][CH:31]=[CH:32][CH:33]=3)=[N:23]2)(=[O:21])=[O:20])[CH:18]=[CH:17][CH:16]=[CH:15][CH:14]=1.[CH:34]#[C:35][CH2:36][CH2:37][CH2:38][CH3:39]. The catalyst is C(OCC)(=O)C.[Cu]I.C1C=CC(P(C2C=CC=CC=2)C2C=CC=CC=2)=CC=1.C1C=CC(P(C2C=CC=CC=2)C2C=CC=CC=2)=CC=1.Cl[Pd]Cl. The product is [C:13]1([S:19]([N:22]2[CH:26]=[C:25]([C:34]#[C:35][CH2:36][CH2:37][CH2:38][CH3:39])[C:24]([C:28]3[CH:29]=[N:30][CH:31]=[CH:32][CH:33]=3)=[N:23]2)(=[O:21])=[O:20])[CH:18]=[CH:17][CH:16]=[CH:15][CH:14]=1. The yield is 0.770.